Task: Predict the reactants needed to synthesize the given product.. Dataset: Full USPTO retrosynthesis dataset with 1.9M reactions from patents (1976-2016) (1) Given the product [NH2:24][C:21]1[CH:22]=[CH:23][C:8]([S:5]([C:1]([CH3:4])([CH3:3])[CH3:2])(=[O:7])=[O:6])=[C:9]([CH:20]=1)[CH2:10][N:11]([CH3:19])[C:12](=[O:18])[O:13][C:14]([CH3:15])([CH3:16])[CH3:17], predict the reactants needed to synthesize it. The reactants are: [C:1]([S:5]([C:8]1[CH:23]=[CH:22][C:21]([N+:24]([O-])=O)=[CH:20][C:9]=1[CH2:10][N:11]([CH3:19])[C:12](=[O:18])[O:13][C:14]([CH3:17])([CH3:16])[CH3:15])(=[O:7])=[O:6])([CH3:4])([CH3:3])[CH3:2]. (2) Given the product [Si:1]([O:8][CH2:9][C:10]1[C:11]2[N:12]([N:16]=[C:17]([C:19]([F:20])([F:21])[F:22])[CH:18]=2)[C:13]([CH2:23][OH:24])=[CH:14][CH:15]=1)([C:4]([CH3:7])([CH3:5])[CH3:6])([CH3:3])[CH3:2], predict the reactants needed to synthesize it. The reactants are: [Si:1]([O:8][CH2:9][C:10]1[C:11]2[N:12]([N:16]=[C:17]([C:19]([F:22])([F:21])[F:20])[CH:18]=2)[CH:13]=[CH:14][CH:15]=1)([C:4]([CH3:7])([CH3:6])[CH3:5])([CH3:3])[CH3:2].[CH:23](OCC)=[O:24].[Cl-].[NH4+].[BH4-].[Na+]. (3) Given the product [Br:1][C:2]1[CH:7]=[CH:6][C:5]([N:8]2[CH:12]=[C:11]([C:13](=[O:15])[CH2:14][C:36](=[O:37])[C:35]([F:42])([F:41])[F:34])[N:10]=[C:9]2[C:16]2[CH:21]=[CH:20][CH:19]=[CH:18][C:17]=2[Cl:22])=[C:4]([Cl:23])[CH:3]=1, predict the reactants needed to synthesize it. The reactants are: [Br:1][C:2]1[CH:7]=[CH:6][C:5]([N:8]2[CH:12]=[C:11]([C:13](=[O:15])[CH3:14])[N:10]=[C:9]2[C:16]2[CH:21]=[CH:20][CH:19]=[CH:18][C:17]=2[Cl:22])=[C:4]([Cl:23])[CH:3]=1.[Li+].C[Si]([N-][Si](C)(C)C)(C)C.[F:34][C:35]([F:42])([F:41])[C:36](OCC)=[O:37]. (4) Given the product [F:14][C:9]1[CH:8]=[C:7]([CH:4]2[NH:3][C:17](=[O:18])[CH2:16][O:6][CH2:5]2)[CH:12]=[CH:11][C:10]=1[F:13], predict the reactants needed to synthesize it. The reactants are: [H-].[Na+].[NH2:3][CH:4]([C:7]1[CH:12]=[CH:11][C:10]([F:13])=[C:9]([F:14])[CH:8]=1)[CH2:5][OH:6].Cl[CH2:16][C:17](OCC)=[O:18]. (5) Given the product [Li+:29].[C:22]1([CH3:27])[CH:23]=[CH:24][CH:25]=[CH:26][C:21]=1[CH:16]1[CH2:15][CH2:14][C:13]2[C:18](=[CH:19][CH:20]=[C:11]([O:10][C:8]3[S:9][C:5]([C:3]([O-:4])=[O:2])=[CH:6][N:7]=3)[CH:12]=2)[O:17]1, predict the reactants needed to synthesize it. The reactants are: C[O:2][C:3]([C:5]1[S:9][C:8]([O:10][C:11]2[CH:12]=[C:13]3[C:18](=[CH:19][CH:20]=2)[O:17][CH:16]([C:21]2[CH:26]=[CH:25][CH:24]=[CH:23][C:22]=2[CH3:27])[CH2:15][CH2:14]3)=[N:7][CH:6]=1)=[O:4].[OH-].[Li+:29]. (6) The reactants are: C([Si](C)(C)[O:6][C@H:7]1[CH2:13][N:12]([CH2:14][C:15]2[CH:16]=[N:17][CH:18]=[CH:19][CH:20]=2)[C:11](=[O:21])[C@@H:10]([NH:22][C:23](=[O:42])[C@@H:24]([C@H:27]2[C@H:32]([OH:33])[C@@H:31](/[CH:34]=[CH:35]/[C:36]([CH3:39])([CH3:38])[CH3:37])[O:30][C:29]([CH3:41])([CH3:40])[O:28]2)[O:25][CH3:26])[CH2:9][CH2:8]1)(C)(C)C.[F-].C([N+](CCCC)(CCCC)CCCC)CCC. Given the product [CH3:37][C:36]([CH3:39])([CH3:38])/[CH:35]=[CH:34]/[C@H:31]1[O:30][C:29]([CH3:40])([CH3:41])[O:28][C@@H:27]([C@@H:24]([O:25][CH3:26])[C:23]([NH:22][C@H:10]2[CH2:9][CH2:8][C@@H:7]([OH:6])[CH2:13][N:12]([CH2:14][C:15]3[CH:16]=[N:17][CH:18]=[CH:19][CH:20]=3)[C:11]2=[O:21])=[O:42])[C@@H:32]1[OH:33], predict the reactants needed to synthesize it.